From a dataset of Reaction yield outcomes from USPTO patents with 853,638 reactions. Predict the reaction yield, written as a fraction of the theoretical maximum amount of product (1.0 means a 100% yield; for example, 0.34 means a 34% yield). (1) The reactants are [N+:1]([C:4]1[CH:5]=[C:6]2[C:10](=[CH:11][CH:12]=1)[NH:9][C:8]([C:13]1[CH:18]=[CH:17][CH:16]=[CH:15][CH:14]=1)=[CH:7]2)([O-])=O. The catalyst is CO.[Ni]. The product is [C:13]1([C:8]2[NH:9][C:10]3[C:6]([CH:7]=2)=[CH:5][C:4]([NH2:1])=[CH:12][CH:11]=3)[CH:14]=[CH:15][CH:16]=[CH:17][CH:18]=1. The yield is 0.770. (2) The reactants are C([N:8]1[CH2:13][CH2:12][C:11]([OH:20])([C:14]2[CH:19]=[CH:18][CH:17]=[CH:16][N:15]=2)[CH2:10][CH2:9]1)C1C=CC=CC=1. The catalyst is [Pd].CCO. The product is [OH:20][C:11]1([C:14]2[CH:19]=[CH:18][CH:17]=[CH:16][N:15]=2)[CH2:10][CH2:9][NH:8][CH2:13][CH2:12]1. The yield is 0.940. (3) The reactants are C([O:3][C:4](=[O:33])[CH2:5][CH2:6][C:7]1[CH:12]=[CH:11][CH:10]=[C:9]([N:13]2[C:17]([NH:18][C:19]([NH:21][C:22]3[CH:27]=[CH:26][C:25]([F:28])=[CH:24][CH:23]=3)=[O:20])=[CH:16][C:15]([C:29]([CH3:32])([CH3:31])[CH3:30])=[N:14]2)[CH:8]=1)C.[Li+].[OH-]. The catalyst is CO. The product is [C:29]([C:15]1[CH:16]=[C:17]([NH:18][C:19]([NH:21][C:22]2[CH:23]=[CH:24][C:25]([F:28])=[CH:26][CH:27]=2)=[O:20])[N:13]([C:9]2[CH:8]=[C:7]([CH2:6][CH2:5][C:4]([OH:33])=[O:3])[CH:12]=[CH:11][CH:10]=2)[N:14]=1)([CH3:32])([CH3:30])[CH3:31]. The yield is 0.900. (4) The reactants are [CH3:1][O:2][C:3]1[CH:4]=[C:5]2[C:10](=[CH:11][C:12]=1[O:13][CH2:14][C@H:15]1[CH2:17][O:16]1)[N:9]=[CH:8][N:7]=[C:6]2[O:18][C:19]1[CH:20]=[C:21]2[C:25](=[CH:26][CH:27]=1)[NH:24][C:23]([CH3:28])=[CH:22]2.[CH3:29][N:30]1[CH2:35][CH2:34][NH:33][CH2:32][CH2:31]1. The catalyst is CN(C=O)C. The product is [OH:16][C@H:15]([CH2:17][N:33]1[CH2:34][CH2:35][N:30]([CH3:29])[CH2:31][CH2:32]1)[CH2:14][O:13][C:12]1[CH:11]=[C:10]2[C:5]([C:6]([O:18][C:19]3[CH:20]=[C:21]4[C:25](=[CH:26][CH:27]=3)[NH:24][C:23]([CH3:28])=[CH:22]4)=[N:7][CH:8]=[N:9]2)=[CH:4][C:3]=1[O:2][CH3:1]. The yield is 0.910. (5) The reactants are [NH2:1][C:2]1[C:7]([O:8][C:9]2[CH:14]=[CH:13][C:12]([F:15])=[CH:11][C:10]=2[F:16])=[CH:6][C:5](Br)=[CH:4][N:3]=1.[CH:18]1(P(C2CCCCC2)C2C=CC=CC=2C2C(OC)=CC=CC=2OC)[CH2:23]CCC[CH2:19]1.[Br-].C([Zn+])CC. The catalyst is O1CCCC1.C([O-])(=O)C.[Pd+2].C([O-])(=O)C. The product is [NH2:1][C:2]1[C:7]([O:8][C:9]2[CH:14]=[CH:13][C:12]([F:15])=[CH:11][C:10]=2[F:16])=[CH:6][C:5]([CH2:19][CH2:18][CH3:23])=[CH:4][N:3]=1. The yield is 0.570. (6) The reactants are [CH2:1]([O:8][C:9]1[CH:10]=[C:11]2[C:16](=[CH:17][CH:18]=1)[C:15](=[O:19])[N:14]([CH2:20][CH:21]([CH3:23])[CH3:22])[C:13]([CH2:24]Cl)=[C:12]2[C:26]1[CH:31]=[CH:30][C:29]([F:32])=[CH:28][CH:27]=1)[C:2]1[CH:7]=[CH:6][CH:5]=[CH:4][CH:3]=1.[C:33]1(=[O:43])[NH:37][C:36](=[O:38])[C:35]2=[CH:39][CH:40]=[CH:41][CH:42]=[C:34]12.[K].O. The catalyst is CN(C)C=O. The product is [CH2:1]([O:8][C:9]1[CH:10]=[C:11]2[C:16](=[CH:17][CH:18]=1)[C:15](=[O:19])[N:14]([CH2:20][CH:21]([CH3:23])[CH3:22])[C:13]([CH2:24][N:37]1[C:33](=[O:43])[C:34]3[C:35](=[CH:39][CH:40]=[CH:41][CH:42]=3)[C:36]1=[O:38])=[C:12]2[C:26]1[CH:31]=[CH:30][C:29]([F:32])=[CH:28][CH:27]=1)[C:2]1[CH:7]=[CH:6][CH:5]=[CH:4][CH:3]=1. The yield is 0.872. (7) The catalyst is C(OCC)C. The product is [CH3:15][S:16][CH:17]([C:18]1[CH:4]=[CH:5][C:6]([C:7]([F:12])([F:13])[C:8]([F:9])([F:10])[F:11])=[N:20][CH:19]=1)[CH3:25]. The yield is 0.120. The reactants are C(O/[CH:4]=[CH:5]/[C:6](=O)[C:7]([F:13])([F:12])[C:8]([F:11])([F:10])[F:9])C.[CH3:15][S:16][CH:17]([CH3:25])/[CH:18]=[CH:19]/[N:20]1CCCC1.C([O-])(=O)C.[NH4+].O. (8) The reactants are [F:1][C:2]([F:7])([F:6])[C:3]([OH:5])=[O:4].[CH2:8]([S:10]([N:13]1[CH2:18][CH2:17][CH:16]([C:19]2[C:27]3[C:22](=[C:23]([C:39]([NH2:41])=[O:40])[CH:24]=[C:25]([C:28]4[CH:32]=[C:31]([CH2:33][N:34]5[CH2:38][CH2:37][CH2:36][CH2:35]5)[S:30][CH:29]=4)[CH:26]=3)[NH:21][CH:20]=2)[CH2:15][CH2:14]1)(=[O:12])=[O:11])[CH3:9].N1CCCCC1. No catalyst specified. The product is [F:1][C:2]([F:7])([F:6])[C:3]([OH:5])=[O:4].[CH2:8]([S:10]([N:13]1[CH2:18][CH2:17][CH:16]([C:19]2[C:27]3[C:22](=[C:23]([C:39]([NH2:41])=[O:40])[CH:24]=[C:25]([C:28]4[CH:32]=[C:31]([CH2:33][N:34]5[CH2:35][CH2:36][O:4][CH2:37][CH2:38]5)[S:30][CH:29]=4)[CH:26]=3)[NH:21][CH:20]=2)[CH2:15][CH2:14]1)(=[O:12])=[O:11])[CH3:9]. The yield is 0.149. (9) The reactants are [Br:1][C:2]1[C:10]2[O:9][CH2:8][C@@H:7]([N:11](C(=O)C(F)(F)F)[C:12]3[CH:25]=[CH:24][C:15]4[C@H:16]([CH2:19][C:20]([O:22]C)=[O:21])[CH2:17][O:18][C:14]=4[CH:13]=3)[C:6]=2[CH:5]=[CH:4][CH:3]=1.[OH-].[Na+].Cl. The catalyst is O1CCCC1.CO.O. The product is [Br:1][C:2]1[C:10]2[O:9][CH2:8][C@@H:7]([NH:11][C:12]3[CH:25]=[CH:24][C:15]4[C@H:16]([CH2:19][C:20]([OH:22])=[O:21])[CH2:17][O:18][C:14]=4[CH:13]=3)[C:6]=2[CH:5]=[CH:4][CH:3]=1. The yield is 1.00.